Dataset: Reaction yield outcomes from USPTO patents with 853,638 reactions. Task: Predict the reaction yield, written as a fraction of the theoretical maximum amount of product (1.0 means a 100% yield; for example, 0.34 means a 34% yield). (1) The reactants are [Cl:1][C:2]1[CH:7]=[CH:6][C:5]([S:8]([NH:11][CH3:12])(=[O:10])=[O:9])=[CH:4][C:3]=1[N+:13]([O-])=O.[NH4+].[Cl-]. The catalyst is CCO.O.[Fe]. The product is [NH2:13][C:3]1[CH:4]=[C:5]([S:8]([NH:11][CH3:12])(=[O:9])=[O:10])[CH:6]=[CH:7][C:2]=1[Cl:1]. The yield is 1.00. (2) The reactants are [CH3:1][N:2]([CH2:4][C:5]1[CH:10]=[CH:9][C:8]([CH:11]2[CH:20]([C:21]3[N:25]([CH3:26])[N:24]=[CH:23][N:22]=3)[C:19](=O)[C:18]3[C:17]([C:28]([O:30]CC)=O)=[CH:16][C:15]([F:33])=[CH:14][C:13]=3[NH:12]2)=[CH:7][CH:6]=1)[CH3:3].O.[NH2:35][NH2:36]. The catalyst is CO. The product is [CH3:3][N:2]([CH2:4][C:5]1[CH:10]=[CH:9][C:8]([CH:11]2[NH:12][C:13]3[C:18]4[C:19](=[N:35][NH:36][C:28](=[O:30])[C:17]=4[CH:16]=[C:15]([F:33])[CH:14]=3)[CH:20]2[C:21]2[N:25]([CH3:26])[N:24]=[CH:23][N:22]=2)=[CH:7][CH:6]=1)[CH3:1]. The yield is 0.300. (3) The reactants are [CH3:1][C:2]([Si:5]([CH3:25])([CH3:24])[O:6][CH2:7][C@@H:8]([N:11]1[C:16](=[O:17])[CH:15]=[N:14][C:13]2[CH:18]=[CH:19][C:20]([O:22]C)=[N:21][C:12]1=2)[CH2:9]O)([CH3:4])[CH3:3].CCN(CC)CC.CS(OS(C)(=O)=O)(=O)=O. The catalyst is C(Cl)(Cl)Cl.O. The product is [CH3:3][C:2]([Si:5]([CH3:24])([CH3:25])[O:6][CH2:7][C@H:8]1[N:11]2[C:12]3[N:21]([C:20](=[O:22])[CH:19]=[CH:18][C:13]=3[N:14]=[CH:15][C:16]2=[O:17])[CH2:9]1)([CH3:1])[CH3:4]. The yield is 0.880. (4) The reactants are [Cl:1][C:2]1[C:3]([F:32])=[C:4]([C@H:8]2[CH2:12][N:11]([CH2:13][C:14](O)=[O:15])[C@@H:10]([CH2:17][C:18]([CH3:21])([CH3:20])[CH3:19])[C@@:9]2([C:24]2[CH:29]=[CH:28][C:27]([Cl:30])=[CH:26][C:25]=2[F:31])[C:22]#[N:23])[CH:5]=[CH:6][CH:7]=1.CC1(C)[O:38][C@@H:37]([CH2:39][CH2:40][NH2:41])[CH2:36][O:35]1.CN(C(ON1N=NC2C=CC=NC1=2)=[N+](C)C)C.F[P-](F)(F)(F)(F)F.CCN(C(C)C)C(C)C.Cl. The catalyst is C(Cl)Cl.O1CCCC1. The product is [Cl:1][C:2]1[C:3]([F:32])=[C:4]([C@H:8]2[CH2:12][N:11]([CH2:13][C:14]([NH:41][CH2:40][CH2:39][C@H:37]([OH:38])[CH2:36][OH:35])=[O:15])[C@@H:10]([CH2:17][C:18]([CH3:20])([CH3:21])[CH3:19])[C@@:9]2([C:24]2[CH:29]=[CH:28][C:27]([Cl:30])=[CH:26][C:25]=2[F:31])[C:22]#[N:23])[CH:5]=[CH:6][CH:7]=1. The yield is 0.420. (5) The reactants are [F:1][C:2]([F:28])([F:27])[CH:3]([C:18]1[CH:23]=[C:22]([Cl:24])[C:21]([Cl:25])=[C:20]([Cl:26])[CH:19]=1)/[CH:4]=[CH:5]/[C:6]1[C:15]2[C:10](=[CH:11][CH:12]=[CH:13][CH:14]=2)[C:9]([CH2:16][NH2:17])=[CH:8][CH:7]=1.CCN(CC)CC.[CH2:36]([N:38]=[C:39]=[O:40])[CH3:37]. The catalyst is C(Cl)Cl. The product is [CH2:36]([NH:38][C:39]([NH:17][CH2:16][C:9]1[C:10]2[C:15](=[CH:14][CH:13]=[CH:12][CH:11]=2)[C:6](/[CH:5]=[CH:4]/[CH:3]([C:18]2[CH:19]=[C:20]([Cl:26])[C:21]([Cl:25])=[C:22]([Cl:24])[CH:23]=2)[C:2]([F:1])([F:27])[F:28])=[CH:7][CH:8]=1)=[O:40])[CH3:37]. The yield is 0.600. (6) The product is [CH:6]1([CH2:5][CH:4]([C:11]2[CH:16]=[CH:15][CH:14]=[C:13]([O:17][CH3:18])[CH:12]=2)[C:3]([OH:19])=[O:2])[CH2:10][CH2:9][CH2:8][CH2:7]1. The reactants are C[O:2][C:3](=[O:19])[CH:4]([C:11]1[CH:16]=[CH:15][CH:14]=[C:13]([O:17][CH3:18])[CH:12]=1)[CH2:5][CH:6]1[CH2:10][CH2:9][CH2:8][CH2:7]1.[OH-].[Na+].O. The catalyst is O1CCCC1.O.CO. The yield is 0.798.